From a dataset of NCI-60 drug combinations with 297,098 pairs across 59 cell lines. Regression. Given two drug SMILES strings and cell line genomic features, predict the synergy score measuring deviation from expected non-interaction effect. (1) Drug 1: CN(C)C1=NC(=NC(=N1)N(C)C)N(C)C. Drug 2: CN1C(=O)N2C=NC(=C2N=N1)C(=O)N. Cell line: MDA-MB-231. Synergy scores: CSS=-0.718, Synergy_ZIP=0.263, Synergy_Bliss=-1.79, Synergy_Loewe=-7.81, Synergy_HSA=-5.35. (2) Drug 1: CC12CCC3C(C1CCC2=O)CC(=C)C4=CC(=O)C=CC34C. Drug 2: CC1=C(N=C(N=C1N)C(CC(=O)N)NCC(C(=O)N)N)C(=O)NC(C(C2=CN=CN2)OC3C(C(C(C(O3)CO)O)O)OC4C(C(C(C(O4)CO)O)OC(=O)N)O)C(=O)NC(C)C(C(C)C(=O)NC(C(C)O)C(=O)NCCC5=NC(=CS5)C6=NC(=CS6)C(=O)NCCC[S+](C)C)O. Cell line: SW-620. Synergy scores: CSS=9.89, Synergy_ZIP=0.988, Synergy_Bliss=0.872, Synergy_Loewe=0.695, Synergy_HSA=0.737.